Dataset: Full USPTO retrosynthesis dataset with 1.9M reactions from patents (1976-2016). Task: Predict the reactants needed to synthesize the given product. (1) Given the product [N:1]1([C:5]2[N:9]=[C:8]([CH2:10][CH2:11][C:12]3[N:22]=[C:15]4[N:16]=[C:17]([CH3:21])[CH:18]=[C:19]([CH3:20])[N:14]4[N:13]=3)[N:7]([CH3:23])[N:6]=2)[CH2:4][CH2:3][CH2:2]1, predict the reactants needed to synthesize it. The reactants are: [N:1]1([C:5]2[N:9]=[C:8]([CH:10]=[CH:11][C:12]3[N:22]=[C:15]4[N:16]=[C:17]([CH3:21])[CH:18]=[C:19]([CH3:20])[N:14]4[N:13]=3)[N:7]([CH3:23])[N:6]=2)[CH2:4][CH2:3][CH2:2]1. (2) Given the product [C:8]12([C:5]3[CH:6]=[CH:7][C:2]([CH:28]=[O:29])=[C:3]([SiH:18]([CH3:20])[CH3:19])[CH:4]=3)[CH2:16][CH:12]([C:13]1([CH3:15])[CH3:14])[CH2:11][CH2:10][CH:9]2[CH3:17], predict the reactants needed to synthesize it. The reactants are: Br[C:2]1[CH:7]=[CH:6][C:5]([C:8]23[CH2:16][CH:12]([C:13]2([CH3:15])[CH3:14])[CH2:11][CH2:10][CH:9]3[CH3:17])=[CH:4][C:3]=1[SiH:18]([CH3:20])[CH3:19].C([Li])CCC.CN(C)[CH:28]=[O:29].